From a dataset of Forward reaction prediction with 1.9M reactions from USPTO patents (1976-2016). Predict the product of the given reaction. (1) The product is: [Cl:8][C:6]1[CH:5]=[C:4]([CH2:9][CH2:10][CH3:11])[N:3]=[C:2]([N:24]2[CH:25]=[C:21]([C:17]3[CH:18]=[CH:19][CH:20]=[C:15]([O:14][C:13]([F:12])([F:26])[F:27])[CH:16]=3)[N:22]=[CH:23]2)[N:7]=1.[Cl:1][C:2]1[N:3]=[C:4]([CH2:9][CH2:10][CH3:11])[CH:5]=[C:6]([N:24]2[CH:25]=[C:21]([C:17]3[CH:18]=[CH:19][CH:20]=[C:15]([O:14][C:13]([F:12])([F:26])[F:27])[CH:16]=3)[N:22]=[CH:23]2)[N:7]=1. Given the reactants [Cl:1][C:2]1[N:7]=[C:6]([Cl:8])[CH:5]=[C:4]([CH2:9][CH2:10][CH3:11])[N:3]=1.[F:12][C:13]([F:27])([F:26])[O:14][C:15]1[CH:16]=[C:17]([C:21]2[N:22]=[CH:23][NH:24][CH:25]=2)[CH:18]=[CH:19][CH:20]=1.N12CCCN=C1CCCCC2, predict the reaction product. (2) The product is: [CH2:1]([O:3][C:4]([C:6]1[CH:7]=[C:8]([C:11]2[CH:16]=[CH:15][CH:14]=[CH:13][CH:12]=2)[S:9][C:10]=1[Cl:17])=[O:5])[CH3:2]. Given the reactants [CH2:1]([O:3][C:4]([C:6]1[CH:7]=[C:8]([C:11]2[CH:16]=[CH:15][CH:14]=[CH:13][CH:12]=2)[S:9][CH:10]=1)=[O:5])[CH3:2].[Cl:17]N1C(=O)CCC1=O, predict the reaction product.